This data is from Forward reaction prediction with 1.9M reactions from USPTO patents (1976-2016). The task is: Predict the product of the given reaction. (1) Given the reactants [N:1]1([C:7]2[N:12]=[C:11]([C:13]3[CH:18]=[CH:17][C:16]([NH:19][C:20](=[O:28])[NH:21][C:22]4[CH:23]=[N:24][CH:25]=[CH:26][CH:27]=4)=[CH:15][CH:14]=3)[N:10]=[C:9]([NH:29][CH:30]3[CH2:33][N:32](C(OC(C)(C)C)=O)[CH2:31]3)[N:8]=2)[CH2:6][CH2:5][O:4][CH2:3][CH2:2]1.C(O)(C(F)(F)F)=O, predict the reaction product. The product is: [NH:32]1[CH2:31][CH:30]([NH:29][C:9]2[N:8]=[C:7]([N:1]3[CH2:6][CH2:5][O:4][CH2:3][CH2:2]3)[N:12]=[C:11]([C:13]3[CH:14]=[CH:15][C:16]([NH:19][C:20]([NH:21][C:22]4[CH:23]=[N:24][CH:25]=[CH:26][CH:27]=4)=[O:28])=[CH:17][CH:18]=3)[N:10]=2)[CH2:33]1. (2) Given the reactants [CH3:1][O:2][C:3]1[CH:8]=[CH:7][C:6]([N:9]=[C:10]=[O:11])=[CH:5][CH:4]=1.[CH2:12]([O:14][C:15]([C:17]1([CH2:22][O:23][C:24]2[CH:29]=[CH:28][C:27]([C:30]3[CH:35]=[CH:34][C:33]([F:36])=[CH:32][CH:31]=3)=[CH:26][CH:25]=2)[CH2:21][CH2:20][NH:19][CH2:18]1)=[O:16])[CH3:13], predict the reaction product. The product is: [CH2:12]([O:14][C:15]([C:17]1([CH2:22][O:23][C:24]2[CH:29]=[CH:28][C:27]([C:30]3[CH:31]=[CH:32][C:33]([F:36])=[CH:34][CH:35]=3)=[CH:26][CH:25]=2)[CH2:21][CH2:20][N:19]([C:10](=[O:11])[NH:9][C:6]2[CH:5]=[CH:4][C:3]([O:2][CH3:1])=[CH:8][CH:7]=2)[CH2:18]1)=[O:16])[CH3:13].